Dataset: NCI-60 drug combinations with 297,098 pairs across 59 cell lines. Task: Regression. Given two drug SMILES strings and cell line genomic features, predict the synergy score measuring deviation from expected non-interaction effect. (1) Drug 1: C1CN(CCN1C(=O)CCBr)C(=O)CCBr. Drug 2: C1CN(P(=O)(OC1)NCCCl)CCCl. Cell line: SNB-75. Synergy scores: CSS=7.36, Synergy_ZIP=-3.45, Synergy_Bliss=-3.07, Synergy_Loewe=-33.4, Synergy_HSA=-2.20. (2) Drug 1: CC12CCC3C(C1CCC2=O)CC(=C)C4=CC(=O)C=CC34C. Drug 2: CC12CCC3C(C1CCC2O)C(CC4=C3C=CC(=C4)O)CCCCCCCCCS(=O)CCCC(C(F)(F)F)(F)F. Cell line: A498. Synergy scores: CSS=23.0, Synergy_ZIP=1.80, Synergy_Bliss=1.09, Synergy_Loewe=1.59, Synergy_HSA=1.36. (3) Drug 1: CC1=C(C=C(C=C1)C(=O)NC2=CC(=CC(=C2)C(F)(F)F)N3C=C(N=C3)C)NC4=NC=CC(=N4)C5=CN=CC=C5. Drug 2: C1CCC(C(C1)N)N.C(=O)(C(=O)[O-])[O-].[Pt+4]. Cell line: SR. Synergy scores: CSS=69.7, Synergy_ZIP=-3.31, Synergy_Bliss=-7.52, Synergy_Loewe=-4.36, Synergy_HSA=-2.98.